This data is from Catalyst prediction with 721,799 reactions and 888 catalyst types from USPTO. The task is: Predict which catalyst facilitates the given reaction. (1) Reactant: [CH3:1][C@:2]12[C@@:19]3([CH3:20])[C@@H:10]([C@:11]4([CH3:32])[C@@H:16]([CH2:17][CH2:18]3)[C:15]([CH3:22])([CH3:21])[C:14]([C:23]3[CH:31]=[CH:30][C:26]([C:27]([OH:29])=[O:28])=[CH:25][CH:24]=3)=[CH:13][CH2:12]4)[CH2:9][CH2:8][C@@H:7]1[C@H:6]1[C@H:33]([C:36]([CH3:38])=[CH2:37])[CH2:34][CH2:35][C@:5]1([NH:39][CH2:40][CH2:41][NH:42][C:43]1C=NC=CC=1)[CH2:4][CH2:3]2.Br[C:50]1[N:51](C)[CH:52]=[CH:53][N:54]=1.[Li+].[OH-].C(O)(C(F)(F)F)=O. Product: [CH3:1][C@:2]12[C@@:19]3([CH3:20])[C@@H:10]([C@:11]4([CH3:32])[C@@H:16]([CH2:17][CH2:18]3)[C:15]([CH3:21])([CH3:22])[C:14]([C:23]3[CH:31]=[CH:30][C:26]([C:27]([OH:29])=[O:28])=[CH:25][CH:24]=3)=[CH:13][CH2:12]4)[CH2:9][CH2:8][C@@H:7]1[C@H:6]1[C@H:33]([C:36]([CH3:38])=[CH2:37])[CH2:34][CH2:35][C@:5]1([NH:39][CH2:40][CH2:41][NH:42][C:43]1[N:51]([CH3:50])[CH:52]=[CH:53][N:54]=1)[CH2:4][CH2:3]2. The catalyst class is: 24. (2) Reactant: [O:1]1[CH2:6][CH2:5][CH:4]([OH:7])[CH2:3][CH2:2]1.[H-].[Na+].[F:10][C:11]([F:39])([F:38])[C:12]1[CH:13]=[C:14]([CH:35]=[CH:36][CH:37]=1)[CH2:15][NH:16][C:17](=[O:34])[C:18]1[CH:23]=[CH:22][N:21]=[C:20]([C:24]2[CH:29]=[C:28](F)[CH:27]=[CH:26][C:25]=2[N+:31]([O-:33])=[O:32])[CH:19]=1. Product: [F:38][C:11]([F:10])([F:39])[C:12]1[CH:13]=[C:14]([CH:35]=[CH:36][CH:37]=1)[CH2:15][NH:16][C:17](=[O:34])[C:18]1[CH:23]=[CH:22][N:21]=[C:20]([C:24]2[CH:29]=[C:28]([O:7][CH:4]3[CH2:5][CH2:6][O:1][CH2:2][CH2:3]3)[CH:27]=[CH:26][C:25]=2[N+:31]([O-:33])=[O:32])[CH:19]=1. The catalyst class is: 42.